This data is from Full USPTO retrosynthesis dataset with 1.9M reactions from patents (1976-2016). The task is: Predict the reactants needed to synthesize the given product. (1) Given the product [C:16]([O:15][C:11]([C:12]1[S:13][C:2]2=[CH:3][N:4]=[CH:5][C:6]([F:10])=[C:7]2[CH:8]=1)=[O:14])([CH3:19])([CH3:18])[CH3:17], predict the reactants needed to synthesize it. The reactants are: F[C:2]1[CH:3]=[N:4][CH:5]=[C:6]([F:10])[C:7]=1[CH:8]=O.[C:11]([O:15][C:16]([CH3:19])([CH3:18])[CH3:17])(=[O:14])[CH2:12][SH:13].C(=O)([O-])[O-].[Cs+].[Cs+]. (2) Given the product [O:1]1[CH2:2][CH2:3][N:4]([C:7]([C:9]2[N:10]=[C:11]([N:14]3[CH2:17][CH:16]([O:18][S:20]([CH3:19])(=[O:22])=[O:21])[CH2:15]3)[S:12][CH:13]=2)=[O:8])[CH2:5][CH2:6]1, predict the reactants needed to synthesize it. The reactants are: [O:1]1[CH2:6][CH2:5][N:4]([C:7]([C:9]2[N:10]=[C:11]([N:14]3[CH2:17][CH:16]([OH:18])[CH2:15]3)[S:12][CH:13]=2)=[O:8])[CH2:3][CH2:2]1.[CH3:19][S:20](Cl)(=[O:22])=[O:21].C(N(CC)CC)C. (3) The reactants are: [CH3:1][O:2][C:3]([C:5]1[CH:6]=[C:7]([C:12]([OH:14])=O)[C:8]([OH:11])=[N:9][CH:10]=1)=[O:4].Cl.CN(C)CCCN=C=NCC.O.ON1C2C=CC=CC=2N=N1.[CH2:38]([NH2:45])[C:39]1[CH:44]=[CH:43][CH:42]=[CH:41][CH:40]=1. Given the product [CH3:1][O:2][C:3](=[O:4])[C:5]1[CH:6]=[C:7]([C:12](=[O:14])[NH:45][CH2:38][C:39]2[CH:44]=[CH:43][CH:42]=[CH:41][CH:40]=2)[C:8]([OH:11])=[N:9][CH:10]=1, predict the reactants needed to synthesize it. (4) Given the product [CH2:20]([NH:23][C:24]([C:26]1[C:34]2[C:29](=[CH:30][C:31]([O:35][C:2]3[CH:7]=[CH:6][N:5]=[C:4]4[CH:8]=[C:9]([C:11]([N:13]5[CH2:17][CH2:16][CH2:15][C@H:14]5[CH2:18][OH:19])=[O:12])[S:10][C:3]=34)=[CH:32][CH:33]=2)[N:28]([CH3:36])[C:27]=1[CH3:37])=[O:25])[CH2:21][CH3:22], predict the reactants needed to synthesize it. The reactants are: Cl[C:2]1[CH:7]=[CH:6][N:5]=[C:4]2[CH:8]=[C:9]([C:11]([N:13]3[CH2:17][CH2:16][CH2:15][C@H:14]3[CH2:18][OH:19])=[O:12])[S:10][C:3]=12.[CH2:20]([NH:23][C:24]([C:26]1[C:34]2[C:29](=[CH:30][C:31]([OH:35])=[CH:32][CH:33]=2)[N:28]([CH3:36])[C:27]=1[CH3:37])=[O:25])[CH2:21][CH3:22].C([O-])([O-])=O.[Cs+].[Cs+].